Dataset: Forward reaction prediction with 1.9M reactions from USPTO patents (1976-2016). Task: Predict the product of the given reaction. (1) Given the reactants [C:1]([CH:3]([CH3:9])[C:4](OCC)=[O:5])#[N:2].[C:10]([O-:13])([O-])=[O:11].[K+].[K+].C=O.[CH2:18](O)[CH3:19], predict the reaction product. The product is: [C:1]([C:3]([CH3:9])([CH2:4][OH:5])[C:10]([O:13][CH2:18][CH3:19])=[O:11])#[N:2]. (2) The product is: [CH3:1][O:2][C:3](=[O:21])[CH2:4][C:5]1[CH:6]=[C:7]([C:11]2[C:16]([O:17][CH3:18])=[CH:15][CH:14]=[CH:13][C:12]=2[CH2:19][NH:22][CH2:23][CH2:24][CH2:25][N:26]2[CH2:30][CH2:29][CH2:28][C:27]2=[O:31])[CH:8]=[CH:9][CH:10]=1. Given the reactants [CH3:1][O:2][C:3](=[O:21])[CH2:4][C:5]1[CH:6]=[C:7]([C:11]2[C:16]([O:17][CH3:18])=[CH:15][CH:14]=[CH:13][C:12]=2[CH:19]=O)[CH:8]=[CH:9][CH:10]=1.[NH2:22][CH2:23][CH2:24][CH2:25][N:26]1[CH2:30][CH2:29][CH2:28][C:27]1=[O:31], predict the reaction product. (3) Given the reactants [C:1]1([CH2:7][C:8]([NH:10][CH2:11][CH2:12][C:13]2[CH:14]=[CH:15][CH:16]=[C:17]3[C:22]=2[CH:21]=[C:20]([C:23]([OH:25])=O)[CH:19]=[CH:18]3)=[O:9])[CH:6]=[CH:5][CH:4]=[CH:3][CH:2]=1.S(Cl)([Cl:28])=O, predict the reaction product. The product is: [C:1]1([CH2:7][C:8]([NH:10][CH2:11][CH2:12][C:13]2[CH:14]=[CH:15][CH:16]=[C:17]3[C:22]=2[CH:21]=[C:20]([C:23]([Cl:28])=[O:25])[CH:19]=[CH:18]3)=[O:9])[CH:6]=[CH:5][CH:4]=[CH:3][CH:2]=1.